Dataset: Reaction yield outcomes from USPTO patents with 853,638 reactions. Task: Predict the reaction yield, written as a fraction of the theoretical maximum amount of product (1.0 means a 100% yield; for example, 0.34 means a 34% yield). (1) The reactants are [C:1]([C:5]1[O:9][N:8]=[C:7]([NH:10][C:11]([NH:13][C:14]2[CH:19]=[CH:18][CH:17]=[C:16]([S:20][C:21]3[C:30]4[C:25](=[CH:26][C:27]([O:35][CH3:36])=[C:28]([O:31][CH2:32][CH2:33]Cl)[CH:29]=4)[N:24]=[CH:23][N:22]=3)[CH:15]=2)=[O:12])[CH:6]=1)([CH3:4])([CH3:3])[CH3:2].[OH:37][CH2:38][CH2:39][N:40]1[CH2:45][CH2:44][NH:43][CH2:42][CH2:41]1. No catalyst specified. The product is [C:1]([C:5]1[O:9][N:8]=[C:7]([NH:10][C:11]([NH:13][C:14]2[CH:19]=[CH:18][CH:17]=[C:16]([S:20][C:21]3[C:30]4[C:25](=[CH:26][C:27]([O:35][CH3:36])=[C:28]([O:31][CH2:32][CH2:33][N:43]5[CH2:44][CH2:45][N:40]([CH2:39][CH2:38][OH:37])[CH2:41][CH2:42]5)[CH:29]=4)[N:24]=[CH:23][N:22]=3)[CH:15]=2)=[O:12])[CH:6]=1)([CH3:4])([CH3:3])[CH3:2]. The yield is 0.140. (2) The product is [F:21][C:20]([F:23])([F:22])[C:17]1[CH:18]=[CH:19][C:14]([C:11]2[CH:12]=[CH:13][C:8]3[NH:7][C:5](=[O:6])[CH2:4][O:25][CH2:24][C:9]=3[CH:10]=2)=[CH:15][CH:16]=1. The yield is 0.920. The reactants are [H-].[Na+].Cl[CH2:4][C:5]([NH:7][C:8]1[CH:13]=[CH:12][C:11]([C:14]2[CH:19]=[CH:18][C:17]([C:20]([F:23])([F:22])[F:21])=[CH:16][CH:15]=2)=[CH:10][C:9]=1[CH2:24][OH:25])=[O:6]. The catalyst is C1COCC1. (3) The reactants are [C:1]([C:5]1[C:13]2[C:8](=[CH:9][CH:10]=[C:11]([N+:14]([O-])=O)[CH:12]=2)[NH:7][CH:6]=1)([CH3:4])([CH3:3])[CH3:2]. The catalyst is CO.[Ni]. The yield is 0.190. The product is [C:1]([C:5]1[C:13]2[C:8](=[CH:9][CH:10]=[C:11]([NH2:14])[CH:12]=2)[NH:7][CH:6]=1)([CH3:4])([CH3:2])[CH3:3]. (4) The reactants are CCN(C(C)C)C(C)C.[N:10]1[CH:15]=[CH:14][CH:13]=[C:12]([N:16]2[CH:20]=[C:19]([C:21]([NH:23][CH2:24][C:25]([OH:27])=O)=[O:22])[N:18]=[N:17]2)[CH:11]=1.NC1C=NC=CC=1.C1C=CC2N(O)N=NC=2C=1.CCN=C=NCCCN(C)C.Cl.[F:57][C:58]1[CH:70]=[CH:69][C:68]([F:71])=[CH:67][C:59]=1[O:60][CH:61]1[CH2:66][CH2:65][NH:64][CH2:63][CH2:62]1.Cl.ClC1C=CC=CC=1OC1CCNCC1. The catalyst is CN(C=O)C.O. The product is [F:57][C:58]1[CH:70]=[CH:69][C:68]([F:71])=[CH:67][C:59]=1[O:60][CH:61]1[CH2:62][CH2:63][N:64]([C:25](=[O:27])[CH2:24][NH:23][C:21]([C:19]2[N:18]=[N:17][N:16]([C:12]3[CH:11]=[N:10][CH:15]=[CH:14][CH:13]=3)[CH:20]=2)=[O:22])[CH2:65][CH2:66]1. The yield is 0.465. (5) The reactants are [C:1]([O:5][C:6]([N:8]1[CH2:13][C:12](=[O:14])[NH:11][C@@H:10]([CH2:15][OH:16])[CH2:9]1)=[O:7])([CH3:4])([CH3:3])[CH3:2].I[C:18]1[CH:27]=[CH:26][C:21]([C:22]([O:24][CH3:25])=[O:23])=[CH:20][CH:19]=1. No catalyst specified. The product is [C:1]([O:5][C:6]([N:8]1[CH2:13][C:12](=[O:14])[N:11]([C:18]2[CH:27]=[CH:26][C:21]([C:22]([O:24][CH3:25])=[O:23])=[CH:20][CH:19]=2)[C@@H:10]([CH2:15][OH:16])[CH2:9]1)=[O:7])([CH3:4])([CH3:3])[CH3:2]. The yield is 0.400.